From a dataset of Catalyst prediction with 721,799 reactions and 888 catalyst types from USPTO. Predict which catalyst facilitates the given reaction. (1) Reactant: [CH:1]([N:4](CC)C(C)C)(C)[CH3:2].BrCC#N.[N:14]([C:17]1[CH:46]=[CH:45][CH:44]=[CH:43][C:18]=1[CH2:19][O:20][C:21]([NH:23][CH2:24][C@@H:25]([S:40][S:41][CH3:42])[CH2:26][CH2:27][C@H:28]([NH:32][C:33]([O:35][C:36]([CH3:39])([CH3:38])[CH3:37])=[O:34])[C:29]([OH:31])=[O:30])=[O:22])=[N+:15]=[N-:16]. Product: [N:14]([C:17]1[CH:46]=[CH:45][CH:44]=[CH:43][C:18]=1[CH2:19][O:20][C:21]([NH:23][CH2:24][C@@H:25]([S:40][S:41][CH3:42])[CH2:26][CH2:27][C@H:28]([NH:32][C:33]([O:35][C:36]([CH3:39])([CH3:38])[CH3:37])=[O:34])[C:29]([O:31][CH2:2][C:1]#[N:4])=[O:30])=[O:22])=[N+:15]=[N-:16]. The catalyst class is: 10. (2) Reactant: [Br:1][C:2]1[CH:6]=[N:5][N:4]([CH3:7])[C:3]=1[C:8]1[CH:19]=[C:18]([N+:20]([O-])=O)[CH:17]=[CH:16][C:9]=1[O:10][CH2:11][CH2:12][N:13]([CH3:15])[CH3:14]. Product: [Br:1][C:2]1[CH:6]=[N:5][N:4]([CH3:7])[C:3]=1[C:8]1[CH:19]=[C:18]([NH2:20])[CH:17]=[CH:16][C:9]=1[O:10][CH2:11][CH2:12][N:13]([CH3:14])[CH3:15]. The catalyst class is: 14. (3) Reactant: Cl.CC1(C)[O:7][C@H:6]([CH2:8][N:9]2[C:17]([C:18]3[CH:23]=[CH:22][CH:21]=[C:20]([F:24])[CH:19]=3)=[C:16]3[C:11]([N:12]([CH3:28])[C:13](=[O:27])[N:14]([CH3:26])[C:15]3=[O:25])=[CH:10]2)[CH2:5][O:4]1.O. Product: [OH:7][C@@H:6]([CH2:5][OH:4])[CH2:8][N:9]1[C:17]([C:18]2[CH:23]=[CH:22][CH:21]=[C:20]([F:24])[CH:19]=2)=[C:16]2[C:11]([N:12]([CH3:28])[C:13](=[O:27])[N:14]([CH3:26])[C:15]2=[O:25])=[CH:10]1. The catalyst class is: 10. (4) The catalyst class is: 13. Product: [Cl:15][C:3]1[CH:4]=[C:5]([CH:13]=[CH:14][C:2]=1[CH:16]1[CH2:18][CH2:41][CH2:40][C:39](=[O:38])[CH2:17]1)[C:6]([O:8][C:9]([CH3:12])([CH3:11])[CH3:10])=[O:7]. Reactant: Br[C:2]1[CH:14]=[CH:13][C:5]([C:6]([O:8][C:9]([CH3:12])([CH3:11])[CH3:10])=[O:7])=[CH:4][C:3]=1[Cl:15].[CH:16]([Mg]Cl)([CH3:18])[CH3:17].[Cu]C#N.[Cl-].[Li+].C1CCCC=C1.C[Si](Cl)(C)C.Cl.[O:38]1C[CH2:41][CH2:40][CH2:39]1. (5) Reactant: F[C:2]1[CH:3]=[C:4]([CH:12]=[CH:13][C:14]=1[N+:15]([O-:17])=[O:16])[O:5][CH:6]1[CH2:11][CH2:10][CH2:9][CH2:8][O:7]1.C([O-])([O-])=O.[K+].[K+].Cl.[NH2:25][CH2:26][C@H:27]1[CH2:32][CH2:31][C@H:30]([C:33]([O:35][CH3:36])=[O:34])[CH2:29][CH2:28]1. Product: [CH3:36][O:35][C:33]([C@H:30]1[CH2:31][CH2:32][C@H:27]([CH2:26][NH:25][C:2]2[CH:3]=[C:4]([O:5][CH:6]3[CH2:11][CH2:10][CH2:9][CH2:8][O:7]3)[CH:12]=[CH:13][C:14]=2[N+:15]([O-:17])=[O:16])[CH2:28][CH2:29]1)=[O:34]. The catalyst class is: 3.